This data is from Peptide-MHC class I binding affinity with 185,985 pairs from IEDB/IMGT. The task is: Regression. Given a peptide amino acid sequence and an MHC pseudo amino acid sequence, predict their binding affinity value. This is MHC class I binding data. (1) The peptide sequence is LVQYRILPMI. The MHC is HLA-A02:03 with pseudo-sequence HLA-A02:03. The binding affinity (normalized) is 0.345. (2) The peptide sequence is LQIVRFTDY. The MHC is HLA-A31:01 with pseudo-sequence HLA-A31:01. The binding affinity (normalized) is 0.0847. (3) The peptide sequence is RKCCRAKFKQLLQH. The MHC is HLA-A30:02 with pseudo-sequence HLA-A30:02. The binding affinity (normalized) is 0. (4) The peptide sequence is LLPIFFCLWV. The MHC is HLA-A68:02 with pseudo-sequence HLA-A68:02. The binding affinity (normalized) is 0. (5) The peptide sequence is IFDDLQGSL. The MHC is HLA-B57:01 with pseudo-sequence HLA-B57:01. The binding affinity (normalized) is 0.0847. (6) The peptide sequence is FRRAHSDDYL. The MHC is Mamu-B17 with pseudo-sequence Mamu-B17. The binding affinity (normalized) is 0.332.